Dataset: Reaction yield outcomes from USPTO patents with 853,638 reactions. Task: Predict the reaction yield, written as a fraction of the theoretical maximum amount of product (1.0 means a 100% yield; for example, 0.34 means a 34% yield). (1) The reactants are [OH:1][C:2]1[CH:9]=[CH:8][C:7]([N+:10]([O-:12])=[O:11])=[CH:6][C:3]=1[CH:4]=O.[NH:13]1[CH2:18][CH2:17][CH2:16][CH2:15][CH2:14]1.[S:19]1[CH2:25][C:23](=[O:24])[NH:22][C:20]1=S. No catalyst specified. The product is [OH:1][C:2]1[CH:9]=[CH:8][C:7]([N+:10]([O-:12])=[O:11])=[CH:6][C:3]=1/[CH:4]=[C:25]1/[C:23](=[O:24])[N:22]=[C:20]([N:13]2[CH2:18][CH2:17][CH2:16][CH2:15][CH2:14]2)[S:19]/1. The yield is 0.370. (2) The reactants are [C:1]([C:5]1[CH:10]=[CH:9][C:8]([NH2:11])=[CH:7][CH:6]=1)([CH3:4])([CH3:3])[CH3:2].[N+:12]([O-])([O-:14])=[O:13].[K+].C([O-])(O)=O.[Na+]. The catalyst is OS(O)(=O)=O. The product is [C:1]([C:5]1[CH:6]=[CH:7][C:8]([NH2:11])=[CH:9][C:10]=1[N+:12]([O-:14])=[O:13])([CH3:4])([CH3:2])[CH3:3]. The yield is 0.770. (3) The reactants are [C:1]([O:5][C:6](=[O:36])[CH2:7][C:8]1([C:24]([O:26][CH2:27][C:28]2[CH:33]=[CH:32][C:31]([O:34][CH3:35])=[CH:30][CH:29]=2)=[O:25])[CH:12]([CH3:13])[CH2:11][N:10]([C:14]([O:16][CH2:17][C:18]2[CH:23]=[CH:22][CH:21]=[CH:20][CH:19]=2)=[O:15])[CH2:9]1)([CH3:4])([CH3:3])[CH3:2]. The catalyst is CCCCCC.C(O)C. The product is [C:1]([O:5][C:6](=[O:36])[CH2:7][C@@:8]1([C:24]([O:26][CH2:27][C:28]2[CH:33]=[CH:32][C:31]([O:34][CH3:35])=[CH:30][CH:29]=2)=[O:25])[C@H:12]([CH3:13])[CH2:11][N:10]([C:14]([O:16][CH2:17][C:18]2[CH:19]=[CH:20][CH:21]=[CH:22][CH:23]=2)=[O:15])[CH2:9]1)([CH3:4])([CH3:2])[CH3:3]. The yield is 0.405. (4) The yield is 0.720. The product is [F:27][C:22]1[C:21]([C:17]2[NH:16][CH:15]=[CH:14][C:18]=2[F:19])=[CH:26][CH:25]=[CH:24][N:23]=1. The catalyst is O1CCCC1. The reactants are [H-].[Na+].CC1C=CC(S(O[CH:14]2[C:18](F)([F:19])[CH:17]([C:21]3[C:22]([F:27])=[N:23][CH:24]=[CH:25][CH:26]=3)[NH:16][CH2:15]2)(=O)=O)=CC=1.C1OCCOCCOCCOCCOC1.[Cl-].[NH4+]. (5) The reactants are [Br:1][C:2]1[CH:3]=[N:4][C:5]2[N:6]([CH:8]=[C:9]([CH2:11]Cl)[N:10]=2)[CH:7]=1.[C:13]1([OH:19])[CH:18]=[CH:17][CH:16]=[CH:15][CH:14]=1.C(=O)([O-])[O-].[K+].[K+]. The catalyst is CN(C=O)C.C(OCC)(=O)C. The product is [Br:1][C:2]1[CH:3]=[N:4][C:5]2[N:6]([CH:8]=[C:9]([CH2:11][O:19][C:13]3[CH:18]=[CH:17][CH:16]=[CH:15][CH:14]=3)[N:10]=2)[CH:7]=1. The yield is 0.380. (6) The reactants are [OH:1][CH2:2][CH:3]1[NH:8][CH2:7][CH2:6][N:5]([C:9]([O:11][C:12]([CH3:15])([CH3:14])[CH3:13])=[O:10])[CH2:4]1.[CH2:16]([C:18]1[CH:23]=[CH:22][C:21]([N:24]=[C:25]=[O:26])=[CH:20][CH:19]=1)[CH3:17]. The catalyst is O1CCCC1. The product is [CH2:16]([C:18]1[CH:23]=[CH:22][C:21]([NH:24][C:25]([N:8]2[CH2:7][CH2:6][N:5]([C:9]([O:11][C:12]([CH3:15])([CH3:14])[CH3:13])=[O:10])[CH2:4][CH:3]2[CH2:2][OH:1])=[O:26])=[CH:20][CH:19]=1)[CH3:17]. The yield is 0.870.